This data is from Full USPTO retrosynthesis dataset with 1.9M reactions from patents (1976-2016). The task is: Predict the reactants needed to synthesize the given product. (1) Given the product [CH2:23]([C:25]1[CH:30]=[CH:29][C:28]([O:31][C:15]2[CH:14]=[C:13]([CH:18]=[C:17]([F:19])[CH:16]=2)[O:12][C:9]2[CH:10]=[CH:11][C:6]([CH2:5][CH2:4][C:3]([OH:2])=[O:22])=[C:7]([CH3:21])[CH:8]=2)=[C:27]([O:32][C:33]2[CH:38]=[CH:37][CH:36]=[CH:35][CH:34]=2)[CH:26]=1)[CH3:24], predict the reactants needed to synthesize it. The reactants are: C[O:2][C:3](=[O:22])[CH2:4][CH2:5][C:6]1[CH:11]=[CH:10][C:9]([O:12][C:13]2[CH:18]=[C:17]([F:19])[CH:16]=[C:15](Br)[CH:14]=2)=[CH:8][C:7]=1[CH3:21].[CH2:23]([C:25]1[CH:30]=[CH:29][C:28]([OH:31])=[C:27]([O:32][C:33]2[CH:38]=[CH:37][CH:36]=[CH:35][CH:34]=2)[CH:26]=1)[CH3:24]. (2) Given the product [NH:18]1[CH:19]=[N:20][C:16]([C:12]2[CH:11]=[C:10]3[C:15](=[CH:14][CH:13]=2)[NH:7][N:8]=[C:9]3[C:40]2[CH:41]=[C:42]([NH:46][C:49](=[O:50])[CH2:48][N:61]3[CH2:66][CH2:65][O:64][CH2:63][CH2:62]3)[CH:43]=[CH:44][CH:45]=2)=[N:17]1, predict the reactants needed to synthesize it. The reactants are: O1CCCCC1[N:7]1[C:15]2[C:10](=[CH:11][C:12]([C:16]3[N:20]=[CH:19][N:18](C(C4C=CC=CC=4)(C4C=CC=CC=4)C4C=CC=CC=4)[N:17]=3)=[CH:13][CH:14]=2)[C:9]([C:40]2[CH:41]=[C:42]([NH2:46])[CH:43]=[CH:44][CH:45]=2)=[N:8]1.Cl[CH2:48][C:49](Cl)=[O:50].C(N(CC)C(C)C)(C)C.[NH:61]1[CH2:66][CH2:65][O:64][CH2:63][CH2:62]1. (3) Given the product [Cl:1][C:2]1[CH:3]=[CH:4][C:5]([O:11][CH3:12])=[C:6]([C:14]2[CH:19]=[CH:18][C:17]([S:20]([CH2:23][CH3:24])(=[O:22])=[O:21])=[CH:16][C:15]=2[F:25])[CH:7]=1, predict the reactants needed to synthesize it. The reactants are: [Cl:1][C:2]1[CH:3]=[CH:4][C:5]([O:11][CH3:12])=[C:6](B(O)O)[CH:7]=1.Br[C:14]1[CH:19]=[CH:18][C:17]([S:20]([CH2:23][CH3:24])(=[O:22])=[O:21])=[CH:16][C:15]=1[F:25].C(=O)([O-])[O-].[Na+].[Na+].